Dataset: Full USPTO retrosynthesis dataset with 1.9M reactions from patents (1976-2016). Task: Predict the reactants needed to synthesize the given product. The reactants are: [C:1]1([C:7]2[CH:8]=[C:9]3[C:13](=[CH:14][CH:15]=2)[NH:12][C:11](=[O:16])[CH2:10]3)[CH:6]=[CH:5][CH:4]=[CH:3][CH:2]=1.[N:17]1([CH2:22][CH2:23][O:24][C:25]2[CH:26]=[C:27]3[C:31](=[CH:32][CH:33]=2)[NH:30][C:29]([CH:34]=O)=[CH:28]3)[CH2:21][CH2:20][CH2:19][CH2:18]1.N1CCCCC1. Given the product [C:1]1([C:7]2[CH:8]=[C:9]3[C:13](=[CH:14][CH:15]=2)[NH:12][C:11](=[O:16])[C:10]3=[CH:34][C:29]2[NH:30][C:31]3[C:27]([CH:28]=2)=[CH:26][C:25]([O:24][CH2:23][CH2:22][N:17]2[CH2:21][CH2:20][CH2:19][CH2:18]2)=[CH:33][CH:32]=3)[CH:2]=[CH:3][CH:4]=[CH:5][CH:6]=1, predict the reactants needed to synthesize it.